From a dataset of Full USPTO retrosynthesis dataset with 1.9M reactions from patents (1976-2016). Predict the reactants needed to synthesize the given product. Given the product [F:11][C:8]1[CH:9]=[CH:10][C:5]([CH:3]2[CH2:2][O:4]2)=[CH:6][CH:7]=1, predict the reactants needed to synthesize it. The reactants are: Cl[CH2:2][C:3]([C:5]1[CH:10]=[CH:9][C:8]([F:11])=[CH:7][CH:6]=1)=[O:4].C1(C2(C3C=CC=CC=3)OB(C)N3CCC[C@@H]23)C=CC=CC=1.[OH-].[Na+].